This data is from Full USPTO retrosynthesis dataset with 1.9M reactions from patents (1976-2016). The task is: Predict the reactants needed to synthesize the given product. (1) Given the product [F:30][CH:2]([F:1])[O:3][CH2:4][C@@H:5]([O:7][C:8]1[CH:9]=[C:10]([CH:15]=[C:16]([O:18][C:19]2[CH:24]=[N:23][C:22]([C:25](=[O:29])[N:26]([CH3:27])[CH3:28])=[CH:21][N:20]=2)[CH:17]=1)[C:11]([OH:13])=[O:12])[CH3:6], predict the reactants needed to synthesize it. The reactants are: [F:1][CH:2]([F:30])[O:3][CH2:4][C@@H:5]([O:7][C:8]1[CH:9]=[C:10]([CH:15]=[C:16]([O:18][C:19]2[CH:24]=[N:23][C:22]([C:25](=[O:29])[N:26]([CH3:28])[CH3:27])=[CH:21][N:20]=2)[CH:17]=1)[C:11]([O:13]C)=[O:12])[CH3:6].CO.[Li+].[OH-].O. (2) Given the product [N:42]1([CH2:47][CH2:48][CH2:49][N:50]2[CH2:51][CH2:52][CH:53]([CH2:56][NH:57][C:6](=[O:8])[C:5]3[CH:9]=[C:10]([Cl:11])[C:2]([NH2:1])=[CH:3][C:4]=3[O:12][CH3:13])[CH2:54][CH2:55]2)[CH:46]=[CH:45][N:44]=[N:43]1, predict the reactants needed to synthesize it. The reactants are: [NH2:1][C:2]1[C:10]([Cl:11])=[CH:9][C:5]([C:6]([OH:8])=O)=[C:4]([O:12][CH3:13])[CH:3]=1.CN1CCOCC1.ClC(OCC(C)C)=O.C(O)(=O)CC(CC(O)=O)(C(O)=O)O.[N:42]1([CH2:47][CH2:48][CH2:49][N:50]2[CH2:55][CH2:54][CH:53]([CH2:56][NH2:57])[CH2:52][CH2:51]2)[CH:46]=[CH:45][N:44]=[N:43]1. (3) Given the product [NH2:27][C:24]1[CH:25]=[CH:26][C:21]([C:20]2[C:13]3[C:14](=[N:15][CH:16]=[N:17][C:12]=3[NH2:11])[N:18]([CH:37]3[CH2:38][CH2:39][N:40]([CH3:43])[CH2:41][CH2:42]3)[N:19]=2)=[CH:22][C:23]=1[O:35][CH3:36], predict the reactants needed to synthesize it. The reactants are: FC(F)(F)C(O)=O.ClCCl.[NH2:11][C:12]1[N:17]=[CH:16][N:15]=[C:14]2[N:18]([CH:37]3[CH2:42][CH2:41][N:40]([CH3:43])[CH2:39][CH2:38]3)[N:19]=[C:20]([C:21]3[CH:26]=[CH:25][C:24]([NH:27]C(=O)OC(C)(C)C)=[C:23]([O:35][CH3:36])[CH:22]=3)[C:13]=12. (4) Given the product [CH3:23][C:22]1[C:12]([C:13]#[N:14])=[C:4]([C:5]2[CH:10]=[CH:9][CH:8]=[CH:7][CH:6]=2)[O:26][N:25]=1, predict the reactants needed to synthesize it. The reactants are: C(O)C.[C:4]([CH2:12][C:13]#[N:14])(=O)[C:5]1[CH:10]=[CH:9][CH:8]=[CH:7][CH:6]=1.C(N(CC)CC)C.[C:22](=[N:25][OH:26])(Cl)[CH3:23].